The task is: Predict the reaction yield, written as a fraction of the theoretical maximum amount of product (1.0 means a 100% yield; for example, 0.34 means a 34% yield).. This data is from Reaction yield outcomes from USPTO patents with 853,638 reactions. (1) The reactants are [C:1]([C:5]1[S:9][C:8](=[NH:10])[NH:7][C:6]=1[CH3:11])([CH3:4])([CH3:3])[CH3:2].C(N(CC)CC)C.[Cl:19][C:20]1[CH:21]=[CH:22][C:23]([O:29][CH3:30])=[C:24]([CH:28]=1)[C:25](Cl)=[O:26]. The catalyst is O1CCCC1. The product is [C:1]([C:5]1[S:9]/[C:8](=[N:10]\[C:25](=[O:26])[C:24]2[CH:28]=[C:20]([Cl:19])[CH:21]=[CH:22][C:23]=2[O:29][CH3:30])/[NH:7][C:6]=1[CH3:11])([CH3:4])([CH3:2])[CH3:3]. The yield is 0.960. (2) The reactants are [OH:1][C:2]1[C:9]([N+:10]([O-:12])=[O:11])=[CH:8][C:5]([CH:6]=[O:7])=[CH:4][C:3]=1[O:13]C.[Cl-].[Al+3].[Cl-].[Cl-].N1C=CC=CC=1. The catalyst is CCOC(C)=O. The product is [OH:13][C:3]1[CH:4]=[C:5]([CH:8]=[C:9]([N+:10]([O-:12])=[O:11])[C:2]=1[OH:1])[CH:6]=[O:7]. The yield is 0.673. (3) The reactants are Cl.[Br:2][C:3]1[CH:4]=[C:5]([CH2:9][NH2:10])[CH:6]=[CH:7][CH:8]=1.C[O-].[Na+].[CH2:14]([O:16][CH:17]([O:22][CH2:23][CH3:24])[C:18](=[NH:21])OC)[CH3:15]. The catalyst is CO. The product is [Br:2][C:3]1[CH:4]=[C:5]([CH:6]=[CH:7][CH:8]=1)[CH2:9][NH:10][C:18](=[NH:21])[CH:17]([O:22][CH2:23][CH3:24])[O:16][CH2:14][CH3:15]. The yield is 0.510. (4) The reactants are Br[C:2]1[CH:7]=[CH:6][C:5]([C:8]2[CH:21]=[CH:20][C:19]3[C:10](=[C:11]([C:28]4[CH:33]=[CH:32][CH:31]=[CH:30][CH:29]=4)[C:12]4[C:17]([C:18]=3[C:22]3[CH:27]=[CH:26][CH:25]=[CH:24][CH:23]=3)=[CH:16][CH:15]=[CH:14][CH:13]=4)[CH:9]=2)=[CH:4][CH:3]=1.[CH:34]1[C:42]2[C:41]3[CH:43]=[CH:44][CH:45]=[CH:46][C:40]=3[S:39][C:38]=2[C:37]([C:47]2[CH:48]=[CH:49][C:50]3[NH:51][C:52]4[C:57]([C:58]=3[CH:59]=2)=[CH:56][CH:55]=[CH:54][CH:53]=4)=[CH:36][CH:35]=1.CC(C)([O-])C.[Na+].C(P(C(C)(C)C)C(C)(C)C)(C)(C)C. The catalyst is C1C=CC(/C=C/C(/C=C/C2C=CC=CC=2)=O)=CC=1.C1C=CC(/C=C/C(/C=C/C2C=CC=CC=2)=O)=CC=1.[Pd].CCCCCC.C1(C)C=CC=CC=1. The product is [CH:34]1[C:42]2[C:41]3[CH:43]=[CH:44][CH:45]=[CH:46][C:40]=3[S:39][C:38]=2[C:37]([C:47]2[CH:48]=[CH:49][C:50]3[N:51]([C:2]4[CH:3]=[CH:4][C:5]([C:8]5[CH:21]=[CH:20][C:19]6[C:10](=[C:11]([C:28]7[CH:33]=[CH:32][CH:31]=[CH:30][CH:29]=7)[C:12]7[C:17]([C:18]=6[C:22]6[CH:27]=[CH:26][CH:25]=[CH:24][CH:23]=6)=[CH:16][CH:15]=[CH:14][CH:13]=7)[CH:9]=5)=[CH:6][CH:7]=4)[C:52]4[C:57]([C:58]=3[CH:59]=2)=[CH:56][CH:55]=[CH:54][CH:53]=4)=[CH:36][CH:35]=1. The yield is 0.610. (5) The product is [CH:1]1([CH2:4][O:5][NH:6][C:10]([C:12]2[C:17]([NH:18][C:19]3[CH:24]=[CH:23][C:22]([CH3:25])=[CH:21][C:20]=3[F:26])=[C:16]([CH3:27])[C:15](=[O:28])[N:14]([CH3:29])[C:13]=2[CH3:30])=[O:9])[CH2:3][CH2:2]1. The yield is 0.400. The catalyst is C1COCC1. The reactants are [CH:1]1([CH2:4][O:5][NH2:6])[CH2:3][CH2:2]1.C([O:9][C:10]([C:12]1[C:17]([NH:18][C:19]2[CH:24]=[CH:23][C:22]([CH3:25])=[CH:21][C:20]=2[F:26])=[C:16]([CH3:27])[C:15](=[O:28])[N:14]([CH3:29])[C:13]=1[CH3:30])=O)C.C[Si]([N-][Si](C)(C)C)(C)C.[Li+]. (6) The reactants are Cl[CH2:2][C:3]1[N:4]=[C:5]([C:9]2[CH:10]=[N:11][CH:12]=[CH:13][CH:14]=2)[O:6][C:7]=1[CH3:8].C(=O)([O-])[O-].[K+].[K+].[O:21]=[CH:22][C:23]1[CH:31]=[CH:30][C:28]([OH:29])=[C:25]([O:26][CH3:27])[CH:24]=1.CN(C)C=O. The catalyst is O. The product is [CH3:27][O:26][C:25]1[CH:24]=[C:23]([CH:31]=[CH:30][C:28]=1[O:29][CH2:2][C:3]1[N:4]=[C:5]([C:9]2[CH:10]=[N:11][CH:12]=[CH:13][CH:14]=2)[O:6][C:7]=1[CH3:8])[CH:22]=[O:21]. The yield is 0.810. (7) The reactants are [F:1][C:2]([F:40])([F:39])[C:3]1[CH:34]=[C:33]([C:35]([F:38])([F:37])[F:36])[CH:32]=[CH:31][C:4]=1[CH2:5][N:6]1[C:14]2[C:9](=[CH:10][C:11]([CH:15]=[C:16]3[S:20][C:19]([N:21]([CH:23]4[CH2:27][CH:26]([CH2:28][OH:29])[NH:25][CH2:24]4)[CH3:22])=[N:18][C:17]3=[O:30])=[CH:12][CH:13]=2)[CH:8]=[N:7]1.C(=O)([O-])[O-].[K+].[K+].Br[CH2:48][C:49]([NH2:51])=[O:50]. The catalyst is CN(C=O)C. The product is [F:40][C:2]([F:39])([F:1])[C:3]1[CH:34]=[C:33]([C:35]([F:37])([F:38])[F:36])[CH:32]=[CH:31][C:4]=1[CH2:5][N:6]1[C:14]2[C:9](=[CH:10][C:11]([CH:15]=[C:16]3[S:20][C:19]([N:21]([CH3:22])[CH:23]4[CH2:24][N:25]([CH2:48][C:49]([NH2:51])=[O:50])[CH:26]([CH2:28][OH:29])[CH2:27]4)=[N:18][C:17]3=[O:30])=[CH:12][CH:13]=2)[CH:8]=[N:7]1. The yield is 0.720.